The task is: Predict the reaction yield, written as a fraction of the theoretical maximum amount of product (1.0 means a 100% yield; for example, 0.34 means a 34% yield).. This data is from Reaction yield outcomes from USPTO patents with 853,638 reactions. The reactants are [Br:1][C:2]1[CH:8]=[CH:7][C:5]([NH2:6])=[CH:4][CH:3]=1.N1C=CC=CC=1.[C:15](Cl)(=[O:18])[CH2:16][CH3:17].Cl. The catalyst is C1(C)C=CC=CC=1. The product is [C:15]([NH:6][C:5]1[CH:7]=[CH:8][C:2]([Br:1])=[CH:3][CH:4]=1)(=[O:18])[CH2:16][CH3:17]. The yield is 0.890.